From a dataset of NCI-60 drug combinations with 297,098 pairs across 59 cell lines. Regression. Given two drug SMILES strings and cell line genomic features, predict the synergy score measuring deviation from expected non-interaction effect. (1) Drug 1: CC1=C(C(CCC1)(C)C)C=CC(=CC=CC(=CC(=O)O)C)C. Synergy scores: CSS=33.7, Synergy_ZIP=0.325, Synergy_Bliss=-0.0339, Synergy_Loewe=-15.6, Synergy_HSA=0.268. Drug 2: CC1C(C(CC(O1)OC2CC(CC3=C2C(=C4C(=C3O)C(=O)C5=C(C4=O)C(=CC=C5)OC)O)(C(=O)CO)O)N)O.Cl. Cell line: NCIH23. (2) Drug 1: CC1C(C(CC(O1)OC2CC(CC3=C2C(=C4C(=C3O)C(=O)C5=C(C4=O)C(=CC=C5)OC)O)(C(=O)C)O)N)O.Cl. Drug 2: C1=NNC2=C1C(=O)NC=N2. Cell line: NCI-H322M. Synergy scores: CSS=5.13, Synergy_ZIP=2.24, Synergy_Bliss=3.87, Synergy_Loewe=-4.45, Synergy_HSA=1.37. (3) Drug 1: CC1OCC2C(O1)C(C(C(O2)OC3C4COC(=O)C4C(C5=CC6=C(C=C35)OCO6)C7=CC(=C(C(=C7)OC)O)OC)O)O. Drug 2: C1=NC(=NC(=O)N1C2C(C(C(O2)CO)O)O)N. Cell line: NCI-H226. Synergy scores: CSS=20.8, Synergy_ZIP=4.35, Synergy_Bliss=4.74, Synergy_Loewe=3.35, Synergy_HSA=4.29. (4) Drug 1: CN1C(=O)N2C=NC(=C2N=N1)C(=O)N. Drug 2: C1CN(CCN1C(=O)CCBr)C(=O)CCBr. Cell line: SK-MEL-28. Synergy scores: CSS=15.6, Synergy_ZIP=-3.36, Synergy_Bliss=0.217, Synergy_Loewe=-0.247, Synergy_HSA=1.91. (5) Drug 1: CC1=C2C(C(=O)C3(C(CC4C(C3C(C(C2(C)C)(CC1OC(=O)C(C(C5=CC=CC=C5)NC(=O)OC(C)(C)C)O)O)OC(=O)C6=CC=CC=C6)(CO4)OC(=O)C)OC)C)OC. Drug 2: C1C(C(OC1N2C=C(C(=O)NC2=O)F)CO)O. Cell line: IGROV1. Synergy scores: CSS=35.2, Synergy_ZIP=-12.5, Synergy_Bliss=-13.6, Synergy_Loewe=-9.13, Synergy_HSA=-7.07. (6) Drug 1: CC1=C(C(CCC1)(C)C)C=CC(=CC=CC(=CC(=O)O)C)C. Drug 2: C1=NC2=C(N1)C(=S)N=CN2. Cell line: MCF7. Synergy scores: CSS=46.2, Synergy_ZIP=-9.05, Synergy_Bliss=-3.97, Synergy_Loewe=-0.696, Synergy_HSA=0.342.